This data is from Catalyst prediction with 721,799 reactions and 888 catalyst types from USPTO. The task is: Predict which catalyst facilitates the given reaction. (1) Product: [NH2:4][C:5]1[CH:10]=[C:9]([C:11]2[CH:16]=[CH:15][C:14]([Cl:17])=[C:13]([F:18])[C:12]=2[CH2:19][F:20])[N:8]=[C:7]([C:21]([O:23][CH3:24])=[O:22])[C:6]=1[Cl:25]. The catalyst class is: 170. Reactant: C([NH:4][C:5]1[CH:10]=[C:9]([C:11]2[CH:16]=[CH:15][C:14]([Cl:17])=[C:13]([F:18])[C:12]=2[CH2:19][F:20])[N:8]=[C:7]([C:21]([O:23][CH3:24])=[O:22])[C:6]=1[Cl:25])(=O)C.CO.C(Cl)(=O)C. (2) Reactant: Cl[C:2]1[N:10]=[CH:9][N:8]=[C:7]2[C:3]=1[N:4]=[C:5]([C:18]1[CH:23]=[CH:22][C:21]([Cl:24])=[CH:20][C:19]=1[Cl:25])[N:6]2[C:11]1[CH:16]=[CH:15][C:14]([Cl:17])=[CH:13][CH:12]=1.[CH2:26]([O:28][C:29]([CH:31]1[CH2:36][CH2:35][NH:34][CH2:33][CH2:32]1)=[O:30])[CH3:27].C(N(CC)CC)C. Product: [CH2:26]([O:28][C:29]([CH:31]1[CH2:36][CH2:35][N:34]([C:2]2[N:10]=[CH:9][N:8]=[C:7]3[C:3]=2[N:4]=[C:5]([C:18]2[CH:23]=[CH:22][C:21]([Cl:24])=[CH:20][C:19]=2[Cl:25])[N:6]3[C:11]2[CH:16]=[CH:15][C:14]([Cl:17])=[CH:13][CH:12]=2)[CH2:33][CH2:32]1)=[O:30])[CH3:27]. The catalyst class is: 8. (3) Reactant: [O:1]1[C:11]2[C:6](=[CH:7][CH:8]=[CH:9][CH:10]=2)[CH:5]=[C:4]([O:12][CH2:13][CH2:14][CH2:15][CH2:16][CH2:17][CH2:18][C:19]2[CH:27]=[CH:26][CH:25]=[CH:24][C:20]=2[C:21](O)=[O:22])[C:2]1=[O:3].S(Cl)[Cl:29]. Product: [O:1]1[C:11]2[C:6](=[CH:7][CH:8]=[CH:9][CH:10]=2)[CH:5]=[C:4]([O:12][CH2:13][CH2:14][CH2:15][CH2:16][CH2:17][CH2:18][C:19]2[CH:27]=[CH:26][CH:25]=[CH:24][C:20]=2[C:21]([Cl:29])=[O:22])[C:2]1=[O:3]. The catalyst class is: 2. (4) Reactant: [Na].[S:2]([OH:20])([O:5][N:6]1[C:12](=[O:13])[N:11]2[CH2:14][C@H:7]1[CH:8]=[C:9]([CH2:18][OH:19])[C@H:10]2[C:15](=[O:17])[NH2:16])(=[O:4])=[O:3]. Product: [S:2]([OH:20])([O:5][N:6]1[C:12](=[O:13])[N:11]2[CH2:14][C@H:7]1[CH:8]=[C:9]([CH2:18][OH:19])[C@H:10]2[C:15](=[O:17])[NH2:16])(=[O:4])=[O:3]. The catalyst class is: 6. (5) Reactant: Br[C:2]1[C:11]2[C:6](=[CH:7][CH:8]=[CH:9][CH:10]=2)[CH:5]=[CH:4][C:3]=1[O:12][CH3:13].[F:14][C:15]1[CH:20]=[CH:19][CH:18]=[CH:17][C:16]=1B(O)O.C(O)C.C(=O)([O-])[O-].[Na+].[Na+]. Product: [F:14][C:15]1[CH:20]=[CH:19][CH:18]=[CH:17][C:16]=1[C:2]1[C:11]2[C:6](=[CH:7][CH:8]=[CH:9][CH:10]=2)[CH:5]=[CH:4][C:3]=1[O:12][CH3:13]. The catalyst class is: 109.